From a dataset of Reaction yield outcomes from USPTO patents with 853,638 reactions. Predict the reaction yield, written as a fraction of the theoretical maximum amount of product (1.0 means a 100% yield; for example, 0.34 means a 34% yield). (1) The reactants are [NH:1]([C:8]([NH:21][C:22]1[CH:27]=[CH:26][CH:25]=[CH:24][CH:23]=1)=[CH:9][C:10]([C:12]1[C:13](Cl)=[N:14][C:15]([Cl:19])=[C:16]([F:18])[CH:17]=1)=[O:11])[C:2]1[CH:7]=[CH:6][CH:5]=[CH:4][CH:3]=1.CC([O-])(C)C.[K+]. The catalyst is O1CCOCC1. The product is [NH:1]([C:8]1[N:21]([C:22]2[CH:27]=[CH:26][CH:25]=[CH:24][CH:23]=2)[C:13]2[C:12]([C:10](=[O:11])[CH:9]=1)=[CH:17][C:16]([F:18])=[C:15]([Cl:19])[N:14]=2)[C:2]1[CH:7]=[CH:6][CH:5]=[CH:4][CH:3]=1. The yield is 0.500. (2) The reactants are CC#N.C(=O)=O.[CH2:7]([N:10]1[CH2:15][CH2:14][O:13][CH2:12][CH2:11]1)[C:8]#[CH:9].C([Mg]Cl)(C)C.CON(C)[C:24](=[O:26])[CH3:25]. The catalyst is C1COCC1. The product is [N:10]1([CH2:7][C:8]#[C:9][C:24](=[O:26])[CH3:25])[CH2:15][CH2:14][O:13][CH2:12][CH2:11]1. The yield is 0.711. (3) The reactants are Cl[C:2]1[CH:7]=[C:6]([O:8][CH2:9][C:10]2[N:11]=[N:12][C:13]([C:16]([F:19])([F:18])[F:17])=[CH:14][CH:15]=2)[CH:5]=[CH:4][N:3]=1.C([O-])(=[O:22])C.[NH4+]. The catalyst is C(O)=O.O. The product is [F:17][C:16]([F:19])([F:18])[C:13]1[N:12]=[N:11][C:10]([CH2:9][O:8][C:6]2[CH:5]=[CH:4][NH:3][C:2](=[O:22])[CH:7]=2)=[CH:15][CH:14]=1. The yield is 0.800. (4) The reactants are [CH:1]([C:3]1[CH:4]=[C:5]([CH:9]=[CH:10][CH:11]=1)[C:6]([OH:8])=[O:7])=O.[OH:12][C:13]1[CH:18]=[CH:17][C:16]([C:19](=[O:21])[CH3:20])=[CH:15][C:14]=1[CH3:22].[OH-].[K+].Cl. The catalyst is CO.O. The product is [OH:12][C:13]1[CH:18]=[CH:17][C:16]([C:19](=[O:21])/[CH:20]=[CH:1]/[C:3]2[CH:4]=[C:5]([CH:9]=[CH:10][CH:11]=2)[C:6]([OH:8])=[O:7])=[CH:15][C:14]=1[CH3:22]. The yield is 0.670. (5) The yield is 0.972. The reactants are [CH:1]1([S:4]([NH:7][C:8]([C@@:10]2([NH:15][C:16]([C@@H:18]3[CH2:22][C@@H:21]([O:23][C:24]4[C:33]5[C:28](=[CH:29][CH:30]=[CH:31][CH:32]=5)[C:27]([O:34][CH3:35])=[CH:26][N:25]=4)[CH2:20][N:19]3C(OC(C)(C)C)=O)=[O:17])[CH2:12][C@H:11]2[CH:13]=[CH2:14])=[O:9])(=[O:6])=[O:5])[CH2:3][CH2:2]1.FC(F)(F)C(O)=O. The catalyst is C(Cl)Cl. The product is [CH:1]1([S:4]([NH:7][C:8]([C@@:10]2([NH:15][C:16]([C@@H:18]3[CH2:22][C@@H:21]([O:23][C:24]4[C:33]5[C:28](=[CH:29][CH:30]=[CH:31][CH:32]=5)[C:27]([O:34][CH3:35])=[CH:26][N:25]=4)[CH2:20][NH:19]3)=[O:17])[CH2:12][C@H:11]2[CH:13]=[CH2:14])=[O:9])(=[O:6])=[O:5])[CH2:2][CH2:3]1. (6) The reactants are C([O:3][P:4]([CH2:9][CH2:10][N:11]([S:37]([CH3:40])(=[O:39])=[O:38])[CH2:12][C:13]([CH3:36])=[CH:14][CH2:15][C:16]1[C:17]([O:29]CC[Si](C)(C)C)=[C:18]2[C:22](=[C:23]([CH3:27])[C:24]=1[O:25][CH3:26])[CH2:21][O:20][C:19]2=[O:28])(=[O:8])[O:5]CC)C.C[Si](Br)(C)C.N1C(C)=CC=CC=1C.Cl. The catalyst is C(#N)C.CCOC(C)=O. The product is [OH:29][C:17]1[C:16]([CH2:15][CH:14]=[C:13]([CH3:36])[CH2:12][N:11]([S:37]([CH3:40])(=[O:38])=[O:39])[CH2:10][CH2:9][P:4](=[O:3])([OH:8])[OH:5])=[C:24]([O:25][CH3:26])[C:23]([CH3:27])=[C:22]2[C:18]=1[C:19](=[O:28])[O:20][CH2:21]2. The yield is 0.730. (7) The reactants are [Cl:1][C:2]1[CH:8]=[C:7]([O:9][C:10]2[C:19]3[C:14](=[CH:15][C:16]([O:22][CH3:23])=[C:17]([O:20][CH3:21])[CH:18]=3)[N:13]=[CH:12][N:11]=2)[CH:6]=[CH:5][C:3]=1[NH2:4].C(N(CC)CC)C.ClC(Cl)(O[C:35](=[O:41])OC(Cl)(Cl)Cl)Cl.[CH2:43]([N:47]([CH2:51][CH2:52][CH2:53][CH3:54])[CH2:48][CH2:49][NH2:50])[CH2:44][CH2:45][CH3:46]. The catalyst is C(Cl)(Cl)Cl.O. The product is [Cl:1][C:2]1[CH:8]=[C:7]([O:9][C:10]2[C:19]3[C:14](=[CH:15][C:16]([O:22][CH3:23])=[C:17]([O:20][CH3:21])[CH:18]=3)[N:13]=[CH:12][N:11]=2)[CH:6]=[CH:5][C:3]=1[NH:4][C:35]([NH:50][CH2:49][CH2:48][N:47]([CH2:43][CH2:44][CH2:45][CH3:46])[CH2:51][CH2:52][CH2:53][CH3:54])=[O:41]. The yield is 0.430. (8) The reactants are [NH2:1][C:2]1[C:15]([O:16][CH2:17][C:18]2[CH:23]=[CH:22][CH:21]=[CH:20][CH:19]=2)=[CH:14][C:13]2[C@:12]34[CH2:24][CH2:25][N:26]([C:27]([O:29][CH2:30][C:31]5[CH:36]=[CH:35][CH:34]=[CH:33][CH:32]=5)=[O:28])[C@@H:6]([C@@H:7]3[CH2:8][CH2:9][CH2:10][CH2:11]4)[CH2:5][C:4]=2[CH:3]=1.Cl[C:38]1[CH:43]=[CH:42][CH:41]=[CH:40][C:39]=1[C:44]#[N:45].C1C=CC(P(C2C(C3C(P(C4C=CC=CC=4)C4C=CC=CC=4)=CC=C4C=3C=CC=C4)=C3C(C=CC=C3)=CC=2)C2C=CC=CC=2)=CC=1.CC(C)([O-])C.[Na+]. The catalyst is C1(C)C=CC=CC=1.CC([O-])=O.CC([O-])=O.[Pd+2]. The product is [CH2:17]([O:16][C:15]1[C:2]([NH:1][C:38]2[CH:43]=[CH:42][CH:41]=[CH:40][C:39]=2[C:44]#[N:45])=[CH:3][C:4]2[CH2:5][C@H:6]3[N:26]([C:27]([O:29][CH2:30][C:31]4[CH:32]=[CH:33][CH:34]=[CH:35][CH:36]=4)=[O:28])[CH2:25][CH2:24][C@@:12]4([C:13]=2[CH:14]=1)[C@H:7]3[CH2:8][CH2:9][CH2:10][CH2:11]4)[C:18]1[CH:23]=[CH:22][CH:21]=[CH:20][CH:19]=1. The yield is 0.530. (9) The reactants are Cl[C:2]1[N:7]=[C:6]([C:8]2[CH:13]=[CH:12][C:11]([N+:14]([O-:16])=[O:15])=[CH:10][CH:9]=2)[N:5]=[C:4]([N:17]2[CH:22]3[CH2:23][O:24][CH2:25][CH:18]2[CH2:19][O:20][CH2:21]3)[CH:3]=1. The catalyst is C(N)(C)C. The yield is 0.990. The product is [CH:22]12[N:17]([C:4]3[N:5]=[C:6]([C:8]4[CH:13]=[CH:12][C:11]([N+:14]([O-:16])=[O:15])=[CH:10][CH:9]=4)[N:7]=[C:2]([NH:14][CH:11]([CH3:12])[CH3:10])[CH:3]=3)[CH:18]([CH2:25][O:24][CH2:23]1)[CH2:19][O:20][CH2:21]2.